Dataset: Reaction yield outcomes from USPTO patents with 853,638 reactions. Task: Predict the reaction yield, written as a fraction of the theoretical maximum amount of product (1.0 means a 100% yield; for example, 0.34 means a 34% yield). The reactants are F[C:2]1[CH:9]=[CH:8][C:5]([C:6]#[N:7])=[CH:4][CH:3]=1.[NH:10]1[CH2:15][CH2:14][O:13][CH2:12][CH2:11]1.O. The catalyst is CS(C)=O. The product is [N:10]1([C:2]2[CH:9]=[CH:8][C:5]([C:6]#[N:7])=[CH:4][CH:3]=2)[CH2:15][CH2:14][O:13][CH2:12][CH2:11]1. The yield is 0.800.